Dataset: Reaction yield outcomes from USPTO patents with 853,638 reactions. Task: Predict the reaction yield, written as a fraction of the theoretical maximum amount of product (1.0 means a 100% yield; for example, 0.34 means a 34% yield). (1) The reactants are [Br:1][C:2]1[CH:12]=[C:11](/[CH:13]=[CH:14]\[CH:15]([C:20]2[CH:25]=[C:24]([Cl:26])[C:23]([Cl:27])=[C:22]([Cl:28])[CH:21]=2)[C:16]([F:19])([F:18])[F:17])[CH:10]=[CH:9][C:3]=1[C:4]([O:6]CC)=[O:5].I[Si](C)(C)C. The catalyst is CC#N. The product is [Br:1][C:2]1[CH:12]=[C:11](/[CH:13]=[CH:14]\[CH:15]([C:20]2[CH:21]=[C:22]([Cl:28])[C:23]([Cl:27])=[C:24]([Cl:26])[CH:25]=2)[C:16]([F:19])([F:18])[F:17])[CH:10]=[CH:9][C:3]=1[C:4]([OH:6])=[O:5]. The yield is 0.420. (2) The reactants are [CH3:1][N:2]([CH3:23])[CH2:3][CH2:4][NH:5][C:6]([C:8]1([CH3:22])[CH2:17][CH2:16][C:15]2[C:10](=[C:11]([CH3:21])[C:12]([CH3:20])=[C:13]([OH:19])[C:14]=2[CH3:18])[O:9]1)=[O:7].[O:24]=[N+]([O-])[O-].[O-][N+](=O)[O-].[O-][N+](=O)[O-].[O-][N+](=O)[O-].[O-][N+](=O)[O-].[O-][N+](=O)[O-].[Ce+4].[NH4+].[NH4+].C([O-])(O)=O.[Na+]. No catalyst specified. The product is [CH3:1][N:2]([CH3:23])[CH2:3][CH2:4][NH:5][C:6](=[O:7])[C:8]([OH:24])([CH3:22])[CH2:17][CH2:16][C:15]1[C:10](=[O:9])[C:11]([CH3:21])=[C:12]([CH3:20])[C:13](=[O:19])[C:14]=1[CH3:18]. The yield is 0.830. (3) The reactants are [Cl:1][C:2]1[CH:3]=[C:4]([CH:18]=[CH:19][CH:20]=1)[O:5][C:6]1[CH:7]=[CH:8][C:9]2[N:13]=[C:12]([CH2:14][OH:15])[N:11]([CH3:16])[C:10]=2[CH:17]=1.O[C:22]1[CH:23]=[C:24]([CH:29]=[CH:30][CH:31]=1)[C:25]([O:27][CH3:28])=[O:26].C(P(CCCC)CCCC)CCC.N(C(N1CCCCC1)=O)=NC(N1CCCCC1)=O. The catalyst is C(Cl)Cl. The product is [Cl:1][C:2]1[CH:3]=[C:4]([CH:18]=[CH:19][CH:20]=1)[O:5][C:6]1[CH:7]=[CH:8][C:9]2[N:13]=[C:12]([CH2:14][O:15][C:22]3[CH:23]=[C:24]([CH:29]=[CH:30][CH:31]=3)[C:25]([O:27][CH3:28])=[O:26])[N:11]([CH3:16])[C:10]=2[CH:17]=1. The yield is 0.970. (4) The reactants are [CH:1]1([C:4]2[N:5]=[C:6]3[C:12]([C:13](O)=[O:14])=[CH:11][N:10]([CH2:16][O:17][CH2:18][CH2:19][Si:20]([CH3:23])([CH3:22])[CH3:21])[C:7]3=[N:8][CH:9]=2)[CH2:3][CH2:2]1.Cl.[CH3:25][O:26][C:27](=[O:36])[C:28]([CH3:35])([CH3:34])[CH:29]([NH2:33])[CH:30]1[CH2:32][CH2:31]1.C1C=CC2N(O)N=NC=2C=1.C(Cl)CCl.C(N(C(C)C)CC)(C)C. The catalyst is CN(C=O)C. The product is [CH3:25][O:26][C:27](=[O:36])[C:28]([CH3:34])([CH3:35])[CH:29]([CH:30]1[CH2:32][CH2:31]1)[NH:33][C:13]([C:12]1[C:6]2[C:7](=[N:8][CH:9]=[C:4]([CH:1]3[CH2:2][CH2:3]3)[N:5]=2)[N:10]([CH2:16][O:17][CH2:18][CH2:19][Si:20]([CH3:23])([CH3:22])[CH3:21])[CH:11]=1)=[O:14]. The yield is 0.900. (5) The reactants are [C:1]([C:5]1[CH:6]=[C:7]2[C:12](=[C:13]([F:15])[CH:14]=1)[C:11](=[O:16])[N:10]([C:17]1[N:24]=[CH:23][CH:22]=[C:21]([C:25]3[CH:30]=[C:29]([NH:31][C:32]4[CH:37]=[CH:36][C:35]([C:38]([N:40]5[CH2:45][CH2:44][O:43][CH2:42][C@H:41]5[CH3:46])=[O:39])=[CH:34][N:33]=4)[C:28](=[O:47])[N:27]([CH3:48])[CH:26]=3)[C:18]=1[CH:19]=[O:20])[N:9]=[CH:8]2)([CH3:4])([CH3:3])[CH3:2].[BH4-].[Na+]. The catalyst is CO.ClCCl. The product is [C:1]([C:5]1[CH:6]=[C:7]2[C:12](=[C:13]([F:15])[CH:14]=1)[C:11](=[O:16])[N:10]([C:17]1[C:18]([CH2:19][OH:20])=[C:21]([C:25]3[CH:30]=[C:29]([NH:31][C:32]4[CH:37]=[CH:36][C:35]([C:38]([N:40]5[CH2:45][CH2:44][O:43][CH2:42][C@H:41]5[CH3:46])=[O:39])=[CH:34][N:33]=4)[C:28](=[O:47])[N:27]([CH3:48])[CH:26]=3)[CH:22]=[CH:23][N:24]=1)[N:9]=[CH:8]2)([CH3:3])([CH3:2])[CH3:4]. The yield is 0.500. (6) The reactants are [Cl:1][C:2]1[CH:3]=[C:4]([NH:9][CH:10]([C:12]2[CH:13]=[C:14]([C:29]([OH:31])=O)[CH:15]=[C:16]3[C:21]=2[O:20][C:19]([N:22]2[CH2:27][CH2:26][O:25][CH2:24][CH2:23]2)=[CH:18][C:17]3=[O:28])[CH3:11])[CH:5]=[CH:6][C:7]=1[F:8].[CH3:32][NH:33][CH2:34][CH2:35][OH:36]. No catalyst specified. The product is [Cl:1][C:2]1[CH:3]=[C:4]([NH:9][CH:10]([C:12]2[CH:13]=[C:14]([C:29]([N:33]([CH2:34][CH2:35][OH:36])[CH3:32])=[O:31])[CH:15]=[C:16]3[C:21]=2[O:20][C:19]([N:22]2[CH2:27][CH2:26][O:25][CH2:24][CH2:23]2)=[CH:18][C:17]3=[O:28])[CH3:11])[CH:5]=[CH:6][C:7]=1[F:8]. The yield is 0.682. (7) The reactants are [CH3:1][C:2]1[CH:3]=[C:4]([C:12](=O)[CH2:13][C:14](=O)[C:15]([F:18])([F:17])[F:16])[CH:5]=[CH:6][C:7]=1[C:8]([F:11])([F:10])[F:9].[NH2:21][C:22]1[C:26]([C:27]2[CH:28]=[N:29][CH:30]=[CH:31][CH:32]=2)=[CH:25][NH:24][N:23]=1. No catalyst specified. The product is [CH3:1][C:2]1[CH:3]=[C:4]([C:12]2[CH:13]=[C:14]([C:15]([F:18])([F:17])[F:16])[N:23]3[N:24]=[CH:25][C:26]([C:27]4[CH:28]=[N:29][CH:30]=[CH:31][CH:32]=4)=[C:22]3[N:21]=2)[CH:5]=[CH:6][C:7]=1[C:8]([F:11])([F:10])[F:9]. The yield is 0.550.